Task: Predict the reactants needed to synthesize the given product.. Dataset: Full USPTO retrosynthesis dataset with 1.9M reactions from patents (1976-2016) (1) Given the product [C:40]([O:39][C:37]([N:8]1[CH2:16][CH:15]2[CH:10]([C:11](=[O:28])[N:12]([C:17]3[CH:22]=[CH:21][C:20]([O:23][C:24]([F:27])([F:26])[F:25])=[CH:19][CH:18]=3)[CH2:13][CH2:14]2)[CH2:9]1)=[O:38])([CH3:41])([CH3:42])[CH3:43], predict the reactants needed to synthesize it. The reactants are: C([N:8]1[CH2:16][CH:15]2[CH:10]([C:11](=[O:28])[N:12]([C:17]3[CH:22]=[CH:21][C:20]([O:23][C:24]([F:27])([F:26])[F:25])=[CH:19][CH:18]=3)[CH2:13][CH2:14]2)[CH2:9]1)C1C=CC=CC=1.[C:37](O[C:37]([O:39][C:40]([CH3:43])([CH3:42])[CH3:41])=[O:38])([O:39][C:40]([CH3:43])([CH3:42])[CH3:41])=[O:38]. (2) Given the product [F:35][C:2]([F:1])([CH3:34])[C:3]([NH:5][C@@H:6]([CH3:33])[C@H:7]([O:14][C:15]1[CH:16]=[C:17]2[C:21](=[CH:22][CH:23]=1)[N:20]([C:24]1[CH:25]=[C:26]([C:27]([N:29]3[CH2:41][C@H:37]([OH:36])[CH2:38][C@H:39]3[C:42]([NH2:44])=[O:43])=[O:28])[CH:30]=[CH:31][CH:32]=1)[N:19]=[CH:18]2)[C:8]1[CH:9]=[CH:10][CH:11]=[CH:12][CH:13]=1)=[O:4], predict the reactants needed to synthesize it. The reactants are: [F:1][C:2]([F:35])([CH3:34])[C:3]([NH:5][C@@H:6]([CH3:33])[C@H:7]([O:14][C:15]1[CH:16]=[C:17]2[C:21](=[CH:22][CH:23]=1)[N:20]([C:24]1[CH:25]=[C:26]([CH:30]=[CH:31][CH:32]=1)[C:27]([NH2:29])=[O:28])[N:19]=[CH:18]2)[C:8]1[CH:13]=[CH:12][CH:11]=[CH:10][CH:9]=1)=[O:4].[OH:36][C@H:37]1[CH2:41]N[C@H:39]([C:42]([NH2:44])=[O:43])[CH2:38]1.